This data is from Experimentally validated miRNA-target interactions with 360,000+ pairs, plus equal number of negative samples. The task is: Binary Classification. Given a miRNA mature sequence and a target amino acid sequence, predict their likelihood of interaction. (1) The miRNA is cel-miR-56-3p with sequence UACCCGUAAUGUUUCCGCUGAG. The protein sequence of the target gene is MAENVVEPGPPSAKRPKLSSPALSASASDGTDFGSLFDLEHDLPDELINSTELGLTNGGDINQLQTSLGMVQDAASKHKQLSELLRSGSSPNLNMGVGGPGQVMASQAQQSSPGLGLINSMVKSPMTQAGLTSPNMGMGTSGPNQGPTQSTGMMNSPVNQPAMGMNTGMNAGMNPGMLAAGNGQGIMPNQVMNGSIGAGRGRQNMQYPNPGMGSAGNLLTEPLQQGSPQMGGQTGLRGPQPLKMGMMNNPNPYGSPYTQNPGQQIGASGLGLQIQTKTVLSNNLSPFAMDKKAVPGGGMP.... Result: 0 (no interaction). (2) The miRNA is mmu-miR-3072-3p with sequence UGCCCCCUCCAGGAAGCCUUCU. Result: 0 (no interaction). The protein sequence of the target gene is MESTVATITSTLAAVTASAPPKYDNLWMLILGFIIAFVLAFSVGANDVANSFGTAVGSGVVTLKQACILASIFETVGSALLGAKVSETIRNGLIDVELYNETQDLLMAGSVSAMFGSAVWQLVASFLKLPISGTHCIVGATIGFSLVANGQKGVKWSELIKIVMSWFVSPLLSGIMSGILFFLVRAFILRKADPVPNGLRALPIFYACTIGINLFSIMYTGAPLLGFDKLPLWGTILISVGCAVFCALIVWFFVCPRMKRKIEREVKSSPSESPLMEKKSNLKEDHEETKMAPGDVEHRN.... (3) The miRNA is hsa-miR-6821-3p with sequence UGACCUCUCCGCUCCGCACAG. The protein sequence of the target gene is MTKDKEPIVKSFHFVCLMIIIVGTRIQFSDGNEFAVDKSKRGLIHVPKDLPLKTKVLDMSQNYIAELQVSDMSFLSELTVLRLSHNRIQLLDLSVFKFNQDLEYLDLSHNQLQKISCHPIVSFRHLDLSFNDFKALPICKEFGNLSQLNFLGLSAMKLQKLDLLPIAHLHLSYILLDLRNYYIKENETESLQILNAKTLHLVFHPTSLFAIQVNISVNTLGCLQLTNIKLNDDNCQVFIKFLSELTRGSTLLNFTLNHIETTWKCLVRVFQFLWPKPVEYLNIYNLTIIESIREEDFTYS.... Result: 1 (interaction). (4) Result: 0 (no interaction). The protein sequence of the target gene is MKSLLNAFTKKEVPFREAPAYSNRRRRPPNTLAAPRVLLRSNSDNNLNASAPDWAVCSTATSHRSLSPQLLQQMPSKPEGAAKTIGSYVPGPRSRSPSLNRLGGAGEDGKRPQPLWHVGSPFALGANKDSLSAFEYPGPKRKLYSAVPGRLFVAVKPYQPQVDGEIPLHRGDRVKVLSIGEGGFWEGSARGHIGWFPAECVEEVQCKPRDSQAETRADRSKKLFRHYTVGSYDSFDTSSDCIIEEKTVVLQKKDNEGFGFVLRGAKADTPIEEFTPTPAFPALQYLESVDEGGVAWQAGL.... The miRNA is mmu-miR-290a-5p with sequence ACUCAAACUAUGGGGGCACUUU. (5) The miRNA is mmu-miR-223-3p with sequence UGUCAGUUUGUCAAAUACCCCA. The protein sequence of the target gene is MRGGGFGDRDRDRDRGGFGARGGSGLPPKKFGNPGERLRKKKWDLSELPKFEKNFYVEHPEVARLTPYEVDELRRKKEITVRGGDVCPKPVFAFHHANFPQYVMDVLMDQHFTEPTPIQCQGFPLALSGRDMVGIAQTGSGKTLAYLLPAIVHINHQPYLERGDGPICLVLAPTRELAQQVQQVADDYGKCSRLKSTCIYGGAPKGPQIRDLERGVEICIATPGRLIDFLESGKTNLRRCTYLVLDEADRMLDMGFEPQIRKIVDQIRPDRQTLMWSATWPKEVRQLAEDFLRDYTQINV.... Result: 1 (interaction). (6) The miRNA is mmu-miR-1903 with sequence CCUUCUUCUUCUUCCUGAGACA. The protein sequence of the target gene is MENSLGCVWVPKLAFVLFGASLLSAHLQVTGFQIKPFTSLHFVSEPSDAVTMRGGNVLLNCSAESDRGVPVIKWKKDGLILALGMDDRKQQLPNGSLLIQNILHSRHHKPDEGLYQCEASLADSGSIISRTAKVTVAGPLRFLSQTESITAFMGDTVLLKCEVIGEPMPTIHWQKNQQDLNPLPGDSRVVVLPSGALQISRLQPGDSGVYRCSARNPASIRTGNEAEVRILSDPGLHRQLYFLQRPSNVIAIEGKDAVLECCVSGYPPPSFTWLRGEEVIQLRSKKYSLLGGSNLLISNV.... Result: 1 (interaction). (7) The miRNA is mmu-miR-7026-3p with sequence UGUGCUUUCUGGUCUUGGCUUAG. The protein sequence of the target gene is MAAPEPARAAPPPPPPPPPPPGADRVVKAVPFPPTHRLTSEEVFDLDGIPRVDVLKNHLVKEGRVDEEIALRIINEGAAILRREKTMIEVEAPITVCGDIHGQFFDLMKLFEVGGSPANTRYLFLGDYVDRGYFSIECVLYLWVLKILYPSTLFLLRGNHECRHLTEYFTFKQECKIKYSERVYEACMEAFDSLPLAALLNQQFLCVHGGLSPEIHTLDDIRRLDRFKEPPAFGPMCDLLWSDPSEDFGNEKSQEHFSHNTVRGCSYFYNYPAVCEFLQNNNLLSIIRAHEAQDAGYRMY.... Result: 0 (no interaction). (8) The miRNA is mmu-miR-875-3p with sequence CCUGAAAAUACUGAGGCUAUG. The protein sequence of the target gene is MTDQENNNNISSNPFAALFGSLADAKQFAAIQKEQLKQQSDELPASPDDSDNSVSESLDEFDYSVAEISRSFRSQQEICEQLNINHMIQRIFLITLDNSDPSLKSGNGIPSRCVYLEEMAVELEDQDWLDMSNVEQALFARLLLQDPGNHLINMTSSTTLNLSADRDAGERHIFCYLYSCFQRAKEEITKVPENLLPFAVQCRNLTVSNTRTVLLTPEIYVDQNIHEQLVDLMLEAIQGAHFEDVTEFLEEVIEALILDEEVRTFPEVMIPVFDILLGRIKDLELCQILLYAYLDILLYF.... Result: 0 (no interaction). (9) The miRNA is hsa-miR-4317 with sequence ACAUUGCCAGGGAGUUU. The protein sequence of the target gene is MCVRRSLVGLTFCTCYLASYLTNKYVLSVLKFTYPTLFQGWQTLIGGLLLHVSWKLGWVEINSSSRSHVLVWLPASVLFVGIIYAGSRALSRLAIPVFLTLHNVAEVIICGYQKCFQKEKTSPAKICSALLLLAAAGCLPFNDSQFNPDGYFWAIIHLLCVGAYKILQKSQKPSALSDIDQQYLNYIFSVVLLAFASHPTGDLFSVLDFPFLYFYRFHGSCCASGFLGFFLMFSTVKLKNLLAPGQCAAWIFFAKIITAGLSILLFDAILTSATTGCLLLGALGEALLVFSERKSS. Result: 1 (interaction). (10) The miRNA is mmu-miR-10a-5p with sequence UACCCUGUAGAUCCGAAUUUGUG. The protein sequence of the target gene is MLLAWVHTFLLSNMLLAEAYGSGGCFWDNGHLYREDQPSPAPGLRCLNWLAAQGSRESLTEPSPGNHNYCRNPDQDPRGPWCYISSETGVPEKRPCEDVSCPETTSQAPPPSSAMELEEKSGAPGDKEAQVFPPANALPARSEAAEVQPVIGISQLVRMNSKEKKDLGTLGYVLGITMMVIILAIGAGIIVGYTYKRGKDLKEQHEKKACEREMQRITLPLSAFTNPTCETVDENTIIVHSNQTPADVQEGSTLLTGQAGTPGA. Result: 0 (no interaction).